From a dataset of Full USPTO retrosynthesis dataset with 1.9M reactions from patents (1976-2016). Predict the reactants needed to synthesize the given product. (1) The reactants are: Br[CH2:2][C:3]1[S:11][C:10]2[C:9]([N:12]3[CH2:17][CH2:16][O:15][CH2:14][CH2:13]3)=[N:8][C:7](Cl)=[N:6][C:5]=2[CH:4]=1.[NH:19]1[CH:23]=[CH:22][CH:21]=[N:20]1.C([O-])([O-])=O.[K+].[K+]. Given the product [N:19]1([CH2:2][C:3]2[S:11][C:10]3[C:9]([N:12]4[CH2:17][CH2:16][O:15][CH2:14][CH2:13]4)=[N:8][C:7]([C:5]4[CH:4]=[CH:3][CH:2]=[C:21]5[C:22]=4[CH:23]=[N:19][NH:20]5)=[N:6][C:5]=3[CH:4]=2)[CH:23]=[CH:22][CH:21]=[N:20]1, predict the reactants needed to synthesize it. (2) Given the product [CH3:9][C:10]1[CH:11]=[C:12]([CH3:13])[N:6]2[N:5]=[C:4]([CH2:7][OH:8])[N:3]=[C:2]2[N:1]=1, predict the reactants needed to synthesize it. The reactants are: [NH2:1][C:2]1[NH:6][N:5]=[C:4]([CH2:7][OH:8])[N:3]=1.[CH3:9][C:10](=O)[CH2:11][C:12](=O)[CH3:13]. (3) Given the product [CH3:29][N:30]1[CH2:34][CH2:33][C@@H:32]([O:16][C:15]([CH:13]2[C:14]3[CH:1]=[CH:2][CH:3]=[CH:4][C:5]=3[O:6][C:7]3[C:12]2=[CH:11][CH:10]=[CH:9][CH:8]=3)=[O:17])[CH2:31]1, predict the reactants needed to synthesize it. The reactants are: [CH:1]1[C:14]2[CH:13]([C:15]([OH:17])=[O:16])[C:12]3[C:7](=[CH:8][CH:9]=[CH:10][CH:11]=3)[O:6][C:5]=2[CH:4]=[CH:3][CH:2]=1.C(Cl)(=O)C(Cl)=O.CN(C=O)C.[CH3:29][N:30]1[CH2:34][CH2:33][C@@H:32](O)[CH2:31]1. (4) Given the product [CH3:26][O:25][C:23](=[O:24])[C:21]([S:27]([C:30]1[CH:31]=[CH:32][CH:33]=[CH:34][CH:35]=1)(=[O:29])=[O:28])([CH:18]1[CH2:17][CH2:16][C:15]2[C:14]3[C:9](=[CH:10][CH:11]=[C:12]([N:36]([CH3:37])[CH3:38])[CH:13]=3)[NH:8][C:20]=2[CH2:19]1)[CH3:22], predict the reactants needed to synthesize it. The reactants are: C(OC([N:8]1[C:20]2[CH2:19][CH:18]([C:21]([S:27]([C:30]3[CH:35]=[CH:34][CH:33]=[CH:32][CH:31]=3)(=[O:29])=[O:28])([C:23]([O:25][CH3:26])=[O:24])[CH3:22])[CH2:17][CH2:16][C:15]=2[C:14]2[C:9]1=[CH:10][CH:11]=[C:12]([N:36]([CH3:38])[CH3:37])[CH:13]=2)=O)(C)(C)C.C(O)(C(F)(F)F)=O.C([O-])(O)=O.[Na+]. (5) Given the product [N:1]12[CH2:6][CH2:5][CH:4]([CH2:7][CH2:8]1)[C@@H:3]([O:9][C:10](=[O:45])[NH:11][C:12]1[CH:17]=[C:16]([CH2:18][CH2:19][CH2:20][CH2:21][O:22][C:23]3[CH:24]=[CH:25][C:26]([CH2:29][CH2:30][NH2:31])=[CH:27][CH:28]=3)[CH:15]=[CH:14][C:13]=1[C:39]1[CH:44]=[CH:43][CH:42]=[CH:41][CH:40]=1)[CH2:2]2, predict the reactants needed to synthesize it. The reactants are: [N:1]12[CH2:8][CH2:7][CH:4]([CH2:5][CH2:6]1)[C@@H:3]([O:9][C:10](=[O:45])[NH:11][C:12]1[CH:17]=[C:16]([CH2:18][CH2:19][CH2:20][CH2:21][O:22][C:23]3[CH:28]=[CH:27][C:26]([CH2:29][CH2:30][NH:31]C(OC(C)(C)C)=O)=[CH:25][CH:24]=3)[CH:15]=[CH:14][C:13]=1[C:39]1[CH:44]=[CH:43][CH:42]=[CH:41][CH:40]=1)[CH2:2]2. (6) Given the product [NH2:18][C:8]1[CH:7]=[C:6]([NH:5][S:2]([CH3:1])(=[O:4])=[O:3])[CH:11]=[C:10]([N:12]2[CH2:17][CH2:16][O:15][CH2:14][CH2:13]2)[CH:9]=1, predict the reactants needed to synthesize it. The reactants are: [CH3:1][S:2]([NH:5][C:6]1[CH:7]=[C:8]([NH:18]C(=O)OC(C)(C)C)[CH:9]=[C:10]([N:12]2[CH2:17][CH2:16][O:15][CH2:14][CH2:13]2)[CH:11]=1)(=[O:4])=[O:3].Cl. (7) Given the product [F:23][C:3]1[C:2]([CH:32]=[O:33])=[CH:22][CH:21]=[CH:20][C:4]=1[C:5]([N:7]1[CH2:12][CH2:11][N:10]([C:13]([O:15][C:16]([CH3:19])([CH3:18])[CH3:17])=[O:14])[CH2:9][CH2:8]1)=[O:6], predict the reactants needed to synthesize it. The reactants are: Br[C:2]1[C:3]([F:23])=[C:4]([CH:20]=[CH:21][CH:22]=1)[C:5]([N:7]1[CH2:12][CH2:11][N:10]([C:13]([O:15][C:16]([CH3:19])([CH3:18])[CH3:17])=[O:14])[CH2:9][CH2:8]1)=[O:6].C([Mg]Cl)C(C)C.CN(C)[CH:32]=[O:33].[Cl-].[NH4+].